Dataset: Full USPTO retrosynthesis dataset with 1.9M reactions from patents (1976-2016). Task: Predict the reactants needed to synthesize the given product. (1) Given the product [Cl:37][C:3]1[C:4]2[C:9](=[CH:8][C:7]([CH2:10][N:11]([C:26]3[N:27]=[CH:28][C:29]4[C:34]([C:35]=3[CH3:36])=[CH:33][CH:32]=[CH:31][CH:30]=4)[S:12]([C:15]3[CH:16]=[CH:17][C:18]([C:19]([O:21][CH2:22][CH3:23])=[O:20])=[CH:24][CH:25]=3)(=[O:14])=[O:13])=[CH:6][CH:5]=2)[NH:1][CH:2]=1, predict the reactants needed to synthesize it. The reactants are: [NH:1]1[C:9]2[C:4](=[CH:5][CH:6]=[C:7]([CH2:10][N:11]([C:26]3[N:27]=[CH:28][C:29]4[C:34]([C:35]=3[CH3:36])=[CH:33][CH:32]=[CH:31][CH:30]=4)[S:12]([C:15]3[CH:25]=[CH:24][C:18]([C:19]([O:21][CH2:22][CH3:23])=[O:20])=[CH:17][CH:16]=3)(=[O:14])=[O:13])[CH:8]=2)[CH:3]=[CH:2]1.[Cl:37]N1C(=O)CCC1=O. (2) Given the product [O:20]1[CH:24]=[CH:23][CH:22]=[C:21]1[CH:25]=[N:3][NH:2][C:4]1[C:5]([NH:13][C:14]2[CH:19]=[CH:18][CH:17]=[CH:16][CH:15]=2)=[N:6][C:7]2[C:8](=[N:10][O:11][N:12]=2)[N:9]=1, predict the reactants needed to synthesize it. The reactants are: Cl.[NH:2]([C:4]1[C:5]([NH:13][C:14]2[CH:19]=[CH:18][CH:17]=[CH:16][CH:15]=2)=[N:6][C:7]2[C:8](=[N:10][O:11][N:12]=2)[N:9]=1)[NH2:3].[O:20]1[CH:24]=[CH:23][CH:22]=[C:21]1[CH:25]=O.